This data is from Full USPTO retrosynthesis dataset with 1.9M reactions from patents (1976-2016). The task is: Predict the reactants needed to synthesize the given product. (1) Given the product [NH:7]1[C:15]2[C:10](=[CH:11][C:12]([NH:16][C:17]3[C:18]4[S:25][C:24]([C:26]5[CH:33]=[CH:32][C:29]([CH2:30][NH:6][CH2:5][CH2:4][CH2:3][O:2][CH3:1])=[CH:28][CH:27]=5)=[CH:23][C:19]=4[N:20]=[CH:21][N:22]=3)=[CH:13][CH:14]=2)[CH:9]=[CH:8]1, predict the reactants needed to synthesize it. The reactants are: [CH3:1][O:2][CH2:3][CH2:4][CH2:5][NH2:6].[NH:7]1[C:15]2[C:10](=[CH:11][C:12]([NH:16][C:17]3[C:18]4[S:25][C:24]([C:26]5[CH:33]=[CH:32][C:29]([CH:30]=O)=[CH:28][CH:27]=5)=[CH:23][C:19]=4[N:20]=[CH:21][N:22]=3)=[CH:13][CH:14]=2)[CH:9]=[CH:8]1. (2) Given the product [CH2:3]([C:2]1[C:16]([C:17]2[CH:22]=[CH:21][CH:20]=[CH:19][CH:18]=2)=[C:15]([OH:23])[C:8]2[C:7]([CH:1]=1)=[CH:12][C:11]([O:13][CH3:14])=[CH:10][CH:9]=2)[CH2:4][CH2:5][CH3:6], predict the reactants needed to synthesize it. The reactants are: [C:1]([C:7]1[CH:12]=[C:11]([O:13][CH3:14])[CH:10]=[CH:9][C:8]=1[C:15](=[O:23])[CH2:16][C:17]1[CH:22]=[CH:21][CH:20]=[CH:19][CH:18]=1)#[C:2][CH2:3][CH2:4][CH2:5][CH3:6].C[Si]([N-][Si](C)(C)C)(C)C.[K+]. (3) Given the product [NH:25]([C:22](=[O:24])[CH2:21][C@@H:10]1[CH2:9][N:8]([CH2:1][C:2]2[CH:7]=[CH:6][CH:5]=[CH:4][CH:3]=2)[CH2:13][CH2:12][N:11]1[C:14]([O:16][C:17]([CH3:18])([CH3:19])[CH3:20])=[O:15])[C:26]1[CH:31]=[CH:30][CH:29]=[CH:28][CH:27]=1, predict the reactants needed to synthesize it. The reactants are: [CH2:1]([N:8]1[CH2:13][CH2:12][N:11]([C:14]([O:16][C:17]([CH3:20])([CH3:19])[CH3:18])=[O:15])[C@H:10]([CH2:21][C:22]([OH:24])=O)[CH2:9]1)[C:2]1[CH:7]=[CH:6][CH:5]=[CH:4][CH:3]=1.[NH2:25][C:26]1[CH:31]=[CH:30][CH:29]=[CH:28][CH:27]=1.CN(C(ON1N=NC2C=CC=NC1=2)=[N+](C)C)C.F[P-](F)(F)(F)(F)F. (4) The reactants are: Br[CH2:2][CH2:3][CH2:4][N:5]1[C:9](=[O:10])[C:8]2=[CH:11][CH:12]=[CH:13][CH:14]=[C:7]2[C:6]1=[O:15].[I-:16].[K+]. Given the product [I:16][CH2:2][CH2:3][CH2:4][N:5]1[C:9](=[O:10])[C:8]2=[CH:11][CH:12]=[CH:13][CH:14]=[C:7]2[C:6]1=[O:15], predict the reactants needed to synthesize it. (5) Given the product [NH2:53][C:3]1[C:2]([Cl:1])=[C:7]([O:8][C:9]2[CH:14]=[CH:13][C:12]([NH:15][C:16]([C:18]3[C:19](=[O:31])[N:20]([C:25]4[CH:30]=[CH:29][CH:28]=[CH:27][CH:26]=4)[N:21]([CH3:24])[C:22]=3[CH3:23])=[O:17])=[N:11][CH:10]=2)[CH:6]=[CH:5][N:4]=1, predict the reactants needed to synthesize it. The reactants are: [Cl:1][C:2]1[C:3](C(N)=O)=[N:4][CH:5]=[CH:6][C:7]=1[O:8][C:9]1[CH:10]=[N:11][C:12]([NH:15][C:16]([C:18]2[C:19](=[O:31])[N:20]([C:25]3[CH:30]=[CH:29][CH:28]=[CH:27][CH:26]=3)[N:21]([CH3:24])[C:22]=2[CH3:23])=[O:17])=[CH:13][CH:14]=1.O.C(OI(C1C=CC=CC=1)OC(=O)C)(=O)C.CC#[N:53]. (6) Given the product [CH2:40]([O:1][C:2]1[C:10]2[O:9][CH2:8][CH:7]([C:11]3[CH:12]=[CH:13][C:14]([CH:17]([CH3:18])[CH3:19])=[CH:15][CH:16]=3)[C:6]=2[C:5]([CH3:20])=[C:4]([NH:21][C:22](=[O:28])[CH2:23][C:24]([CH3:27])([CH3:26])[CH3:25])[C:3]=1[CH3:29])[CH3:41], predict the reactants needed to synthesize it. The reactants are: [OH:1][C:2]1[C:10]2[O:9][CH2:8][CH:7]([C:11]3[CH:16]=[CH:15][C:14]([CH:17]([CH3:19])[CH3:18])=[CH:13][CH:12]=3)[C:6]=2[C:5]([CH3:20])=[C:4]([NH:21][C:22](=[O:28])[CH2:23][C:24]([CH3:27])([CH3:26])[CH3:25])[C:3]=1[CH3:29].C(=O)([O-])[O-].[K+].[K+].S(OCC)(O[CH2:40][CH3:41])(=O)=O.O. (7) Given the product [NH2:2][CH2:1][CH2:3][CH2:10][N:2]1[CH2:1][CH2:3][CH2:10][CH2:9]1, predict the reactants needed to synthesize it. The reactants are: [C:1]([C:3]1[CH:10]=[CH:9]C(C=O)=CC=1)#[N:2].O. (8) Given the product [C:1]([C@@H:3]1[CH2:7][N:6]([CH2:8][C:9]2[CH:14]=[CH:13][CH:12]=[CH:11][CH:10]=2)[CH2:5][C@@H:4]1[C:15]([NH2:19])=[O:17])#[N:2], predict the reactants needed to synthesize it. The reactants are: [C:1]([C@H:3]1[CH2:7][N:6]([CH2:8][C:9]2[CH:14]=[CH:13][CH:12]=[CH:11][CH:10]=2)[CH2:5][C@H:4]1[C:15]([OH:17])=O)#[N:2].C[N:19]1CCOCC1.ClC(OCC(C)C)=O. (9) Given the product [CH2:6]([O:13][C:14](=[O:27])[NH:15][C:16]1[C:25]2[CH2:24][CH:23]([NH:26][S:2]([CH3:1])(=[O:4])=[O:3])[CH2:22][CH2:21][C:20]=2[CH:19]=[CH:18][CH:17]=1)[C:7]1[CH:12]=[CH:11][CH:10]=[CH:9][CH:8]=1, predict the reactants needed to synthesize it. The reactants are: [CH3:1][S:2](Cl)(=[O:4])=[O:3].[CH2:6]([O:13][C:14](=[O:27])[NH:15][C:16]1[C:25]2[CH2:24][CH:23]([NH2:26])[CH2:22][CH2:21][C:20]=2[CH:19]=[CH:18][CH:17]=1)[C:7]1[CH:12]=[CH:11][CH:10]=[CH:9][CH:8]=1.C(N(C(C)C)CC)(C)C.O.